This data is from Full USPTO retrosynthesis dataset with 1.9M reactions from patents (1976-2016). The task is: Predict the reactants needed to synthesize the given product. Given the product [Cl:1][C:2]1[CH:7]=[CH:6][C:5]([C:8]2[C:14]3[CH:15]=[C:16]([O:19][CH3:20])[CH:17]=[CH:18][C:13]=3[N:12]3[C:21]([CH3:24])=[N:22][N:23]=[C:11]3[C@H:10]([CH2:25][C:26](=[O:27])[NH:50][CH2:51][CH2:52][O:53][CH2:54][CH2:55][O:56][CH2:57][CH2:58][O:59][CH2:60][CH2:61][O:62][CH2:63][CH2:64][NH:65][C:66](=[O:72])[O:67][C:68]([CH3:69])([CH3:71])[CH3:70])[N:9]=2)=[CH:4][CH:3]=1, predict the reactants needed to synthesize it. The reactants are: [Cl:1][C:2]1[CH:7]=[CH:6][C:5]([C:8]2[C:14]3[CH:15]=[C:16]([O:19][CH3:20])[CH:17]=[CH:18][C:13]=3[N:12]3[C:21]([CH3:24])=[N:22][N:23]=[C:11]3[C@H:10]([CH2:25][C:26](O)=[O:27])[N:9]=2)=[CH:4][CH:3]=1.CCN=C=NCCCN(C)C.C1C=CC2N(O)N=NC=2C=1.[NH2:50][CH2:51][CH2:52][O:53][CH2:54][CH2:55][O:56][CH2:57][CH2:58][O:59][CH2:60][CH2:61][O:62][CH2:63][CH2:64][NH:65][C:66](=[O:72])[O:67][C:68]([CH3:71])([CH3:70])[CH3:69].